Dataset: Forward reaction prediction with 1.9M reactions from USPTO patents (1976-2016). Task: Predict the product of the given reaction. (1) Given the reactants [Br:1][C:2]1[CH:3]=[CH:4][C:5]2[C:11]3[S:12][C:13]([C:15]([OH:17])=O)=[CH:14][C:10]=3[CH2:9][CH2:8][O:7][C:6]=2[CH:18]=1.[NH2:19][C:20]1[CH:30]=[CH:29][C:23]([C:24]([N:26]([CH3:28])[CH3:27])=[O:25])=[CH:22][C:21]=1[Cl:31].N1C=CC=CC=1, predict the reaction product. The product is: [Br:1][C:2]1[CH:3]=[CH:4][C:5]2[C:11]3[S:12][C:13]([C:15]([NH:19][C:20]4[CH:30]=[CH:29][C:23]([C:24](=[O:25])[N:26]([CH3:27])[CH3:28])=[CH:22][C:21]=4[Cl:31])=[O:17])=[CH:14][C:10]=3[CH2:9][CH2:8][O:7][C:6]=2[CH:18]=1. (2) Given the reactants [CH2:1]([O:8][C:9]1[CH:14]=[CH:13][C:12]([OH:15])=[C:11]([CH3:16])[C:10]=1[CH3:17])[C:2]1[CH:7]=[CH:6][CH:5]=[CH:4][CH:3]=1.[CH2:18]([O:20][C:21]([C:23]1([CH2:26]OS(C)(=O)=O)[CH2:25][CH2:24]1)=[O:22])[CH3:19].C(=O)([O-])[O-].[Cs+].[Cs+], predict the reaction product. The product is: [CH2:18]([O:20][C:21]([C:23]1([CH2:26][O:15][C:12]2[CH:13]=[CH:14][C:9]([O:8][CH2:1][C:2]3[CH:3]=[CH:4][CH:5]=[CH:6][CH:7]=3)=[C:10]([CH3:17])[C:11]=2[CH3:16])[CH2:25][CH2:24]1)=[O:22])[CH3:19]. (3) Given the reactants [C:1](O[BH-](OC(=O)C)OC(=O)C)(=O)[CH3:2].[Na+].[NH:15]1[CH2:20][CH2:19][CH2:18][CH:17]([O:21][C:22]2[CH:23]=[C:24]3[C:29](=[CH:30][CH:31]=2)[C:28](=[O:32])[NH:27][CH:26]=[CH:25]3)[CH2:16]1.C(O)(=O)C.C(=O)C, predict the reaction product. The product is: [CH2:1]([N:15]1[CH2:20][CH2:19][CH2:18][CH:17]([O:21][C:22]2[CH:23]=[C:24]3[C:29](=[CH:30][CH:31]=2)[C:28](=[O:32])[NH:27][CH:26]=[CH:25]3)[CH2:16]1)[CH3:2]. (4) Given the reactants [CH2:1]([O:8][C:9]1[CH:14]=[CH:13][C:12]([CH:15]([O:18][Si](C)(C)C)C#N)=[CH:11][CH:10]=1)[C:2]1[CH:7]=[CH:6][CH:5]=[CH:4][CH:3]=1.[Li+].CC([N-][CH:28]([CH3:30])[CH3:29])C.CC(C)=[CH:33][C:34]([O:36][CH3:37])=[O:35].[NH4+].[Cl-].[CH3:41]CCC[N+](CCCC)(CCCC)CCCC.[F-], predict the reaction product. The product is: [CH2:37]([O:36][C:34](=[O:35])[CH2:33][C:28]([CH3:29])([CH3:30])[C:15]([C:12]1[CH:11]=[CH:10][C:9]([O:8][CH2:1][C:2]2[CH:3]=[CH:4][CH:5]=[CH:6][CH:7]=2)=[CH:14][CH:13]=1)=[O:18])[CH3:41].